Dataset: hERG Central: cardiac toxicity at 1µM, 10µM, and general inhibition. Task: Predict hERG channel inhibition at various concentrations. (1) The drug is O=C1c2ccccc2C(=O)N1CCc1nc2ccccc2c(=O)n1CCCn1ccnc1. Results: hERG_inhib (hERG inhibition (general)): blocker. (2) The drug is CN(CCOc1ccc(Cl)cc1)C(=O)C1CCN(C(=O)c2ccc(F)cc2)CC1. Results: hERG_inhib (hERG inhibition (general)): blocker.